Dataset: Reaction yield outcomes from USPTO patents with 853,638 reactions. Task: Predict the reaction yield, written as a fraction of the theoretical maximum amount of product (1.0 means a 100% yield; for example, 0.34 means a 34% yield). (1) The reactants are [OH-].[Na+].[Br:3][C:4]1[CH:5]=[C:6]([C:13]([O:15]CC)=O)[C:7]2[CH:12]=[N:11][NH:10][C:8]=2[N:9]=1.[NH2:18][CH2:19][C:20]1[C:21](=[O:28])[NH:22][C:23]([CH3:27])=[CH:24][C:25]=1[CH3:26]. The catalyst is CCO.CS(C)=O. The product is [Br:3][C:4]1[CH:5]=[C:6]([C:13]([NH:18][CH2:19][C:20]2[C:21](=[O:28])[NH:22][C:23]([CH3:27])=[CH:24][C:25]=2[CH3:26])=[O:15])[C:7]2[CH:12]=[N:11][NH:10][C:8]=2[N:9]=1. The yield is 0.585. (2) The reactants are [NH2:1][C:2]1[CH:39]=[CH:38][C:5]([O:6][C:7]2[CH:12]=[CH:11][N:10]=[C:9]3[N:13]([CH2:29][C:30]4[CH:35]=[CH:34][C:33]([O:36][CH3:37])=[CH:32][CH:31]=4)[N:14]=[C:15]([N:16]4[CH2:21][CH2:20][N:19]([C:22]([O:24][C:25]([CH3:28])([CH3:27])[CH3:26])=[O:23])[CH2:18][CH2:17]4)[C:8]=23)=[C:4]([F:40])[CH:3]=1.[F:41][C:42]1[CH:47]=[CH:46][C:45]([N:48]2[CH2:53][CH:52]3[C:50]([C:54](O)=[O:55])([CH2:51]3)[C:49]2=[O:57])=[CH:44][CH:43]=1.CCN=C=NCCCN(C)C.C1C=CC2N(O)N=NC=2C=1.[NH4+].[Cl-]. The catalyst is CN(C=O)C. The product is [CH3:37][O:36][C:33]1[CH:34]=[CH:35][C:30]([CH2:29][N:13]2[C:9]3=[N:10][CH:11]=[CH:12][C:7]([O:6][C:5]4[CH:38]=[CH:39][C:2]([NH:1][C:54]([C:50]56[CH2:51][CH:52]5[CH2:53][N:48]([C:45]5[CH:46]=[CH:47][C:42]([F:41])=[CH:43][CH:44]=5)[C:49]6=[O:57])=[O:55])=[CH:3][C:4]=4[F:40])=[C:8]3[C:15]([N:16]3[CH2:17][CH2:18][N:19]([C:22]([O:24][C:25]([CH3:27])([CH3:28])[CH3:26])=[O:23])[CH2:20][CH2:21]3)=[N:14]2)=[CH:31][CH:32]=1. The yield is 0.716. (3) The reactants are [Cl:1][C:2]1[N:3]=[C:4]([N:14]2[CH2:19][CH2:18][O:17][CH2:16][CH2:15]2)[C:5]2[S:10][C:9]([CH:11]=O)=[C:8]([CH3:13])[C:6]=2[N:7]=1.CC(O)=O.[CH3:24][N:25]1[CH2:30][CH2:29][CH:28]([NH:31][CH3:32])[CH2:27][CH2:26]1.C(O[BH-](OC(=O)C)OC(=O)C)(=O)C.[Na+]. The catalyst is ClCCCl.C([O-])(O)=O.[Na+]. The product is [Cl:1][C:2]1[N:3]=[C:4]([N:14]2[CH2:19][CH2:18][O:17][CH2:16][CH2:15]2)[C:5]2[S:10][C:9]([CH2:11][N:31]([CH3:32])[CH:28]3[CH2:29][CH2:30][N:25]([CH3:24])[CH2:26][CH2:27]3)=[C:8]([CH3:13])[C:6]=2[N:7]=1. The yield is 0.880. (4) The yield is 0.450. The product is [F:1][C:2]1[CH:19]=[CH:18][CH:17]=[CH:16][C:3]=1[O:4][C:5]1[N:10]=[CH:9][C:8]([CH2:11][C:12]2[CH:26]=[C:25]([C:27]3[C:28]([NH2:34])=[N:29][C:30]([NH2:33])=[CH:31][CH:32]=3)[O:14][N:13]=2)=[CH:7][CH:6]=1. The catalyst is O. The reactants are [F:1][C:2]1[CH:19]=[CH:18][CH:17]=[CH:16][C:3]=1[O:4][C:5]1[N:10]=[CH:9][C:8]([CH2:11][C:12](Cl)=[N:13][OH:14])=[CH:7][CH:6]=1.O1CCCC1.[C:25]([C:27]1[C:28]([NH2:34])=[N:29][C:30]([NH2:33])=[CH:31][CH:32]=1)#[CH:26].C(N(CC)CC)C. (5) The reactants are Cl[C:2]1[CH:15]=[CH:14][C:13]2[S:12][C:11]3[C:6](=[CH:7][CH:8]=[CH:9][CH:10]=3)[C:5](=[O:16])[C:4]=2[CH:3]=1.[C:17]1([SH:23])[CH:22]=[CH:21][CH:20]=[CH:19][CH:18]=1.[OH-].[K+].CN(C)C=O. The catalyst is O. The product is [C:17]1([S:23][C:2]2[CH:15]=[CH:14][C:13]3[S:12][C:11]4[C:6](=[CH:7][CH:8]=[CH:9][CH:10]=4)[C:5](=[O:16])[C:4]=3[CH:3]=2)[CH:22]=[CH:21][CH:20]=[CH:19][CH:18]=1. The yield is 0.450. (6) The reactants are [CH3:1][N:2]1[C@@H:19]2[CH2:20][C:7]3=[CH:8][CH:9]=[C:10]([OH:21])[C:11]4[O:12][C@H:13]5[C:14]([CH2:16][CH2:17][C@@H:18]2[C@:5]5([C:6]=43)[CH2:4][CH2:3]1)=[O:15].Cl.CS(O)(=O)=O.[CH2:28](O)[CH2:29][OH:30]. No catalyst specified. The product is [CH3:1][N:2]1[CH2:3][CH2:4][C@@:5]23[C:6]4[C:7]5[CH2:20][C@@H:19]1[C@@H:18]2[CH2:17][CH2:16][C:14]1([C@@H:13]3[O:12][C:11]=4[C:10]([OH:21])=[CH:9][CH:8]=5)[O:30][CH2:29][CH2:28][O:15]1. The yield is 0.999. (7) The reactants are [NH2:1][C@@H:2]([CH2:5][O:6][CH2:7][C:8]1[CH:13]=[CH:12][CH:11]=[CH:10][CH:9]=1)[CH2:3][OH:4].[C:14]([O:29][C@H:30]([CH2:35][CH2:36][CH2:37][CH2:38][CH2:39][CH2:40][CH2:41][CH2:42][CH2:43][CH2:44][CH3:45])[CH2:31][C:32](O)=[O:33])(=[O:28])[CH2:15][CH2:16][CH2:17][CH2:18][CH2:19][CH2:20][CH2:21][CH2:22][CH2:23][CH2:24][CH2:25][CH2:26][CH3:27].C(Cl)CCl.CI. The catalyst is C(Cl)Cl. The product is [CH2:7]([O:6][CH2:5][C@H:2]([NH:1][C:32](=[O:33])[CH2:31][C@H:30]([O:29][C:14](=[O:28])[CH2:15][CH2:16][CH2:17][CH2:18][CH2:19][CH2:20][CH2:21][CH2:22][CH2:23][CH2:24][CH2:25][CH2:26][CH3:27])[CH2:35][CH2:36][CH2:37][CH2:38][CH2:39][CH2:40][CH2:41][CH2:42][CH2:43][CH2:44][CH3:45])[CH2:3][OH:4])[C:8]1[CH:13]=[CH:12][CH:11]=[CH:10][CH:9]=1. The yield is 0.690. (8) The reactants are [N+:1]([C:4]1[CH:20]=[CH:19][C:7]([CH2:8][C:9]2[CH:18]=[CH:17][C:12]3[N:13]=[C:14]([NH2:16])[S:15][C:11]=3[CH:10]=2)=[CH:6][CH:5]=1)([O-:3])=[O:2].[Br:21]Br.O. The catalyst is C(O)(=O)C. The product is [Br:21][C:17]1[C:12]2[N:13]=[C:14]([NH2:16])[S:15][C:11]=2[CH:10]=[C:9]([CH2:8][C:7]2[CH:19]=[CH:20][C:4]([N+:1]([O-:3])=[O:2])=[CH:5][CH:6]=2)[CH:18]=1. The yield is 0.790. (9) The reactants are [C:1]([C:3]1[CH:19]=[CH:18][C:6]([O:7][C:8]2[CH:9]=[CH:10][C:11]3[B:15]([OH:16])[O:14][CH2:13][C:12]=3[CH:17]=2)=[CH:5][C:4]=1[OH:20])#[N:2].[H-].[Na+].Br[CH2:24][C:25]([O:27][C:28]([CH3:31])([CH3:30])[CH3:29])=[O:26]. The catalyst is C1COCC1. The product is [C:28]([O:27][C:25](=[O:26])[CH2:24][O:20][C:4]1[CH:5]=[C:6]([O:7][C:8]2[CH:9]=[CH:10][C:11]3[B:15]([OH:16])[O:14][CH2:13][C:12]=3[CH:17]=2)[CH:18]=[CH:19][C:3]=1[C:1]#[N:2])([CH3:31])([CH3:30])[CH3:29]. The yield is 0.126. (10) The reactants are [C:1]([O:11][CH:12]([CH3:14])[CH3:13])(=[O:10])/[CH:2]=[CH:3]/[C:4]([O:6][CH:7]([CH3:9])[CH3:8])=[O:5].[C:15]([O:25][CH2:26][CH3:27])(=[O:24])[CH:16]=[CH:17][C:18]1[CH:23]=[CH:22][CH:21]=[CH:20][CH:19]=1.C(OCCOCCOC=C)=C.C(OOOC(C)(C)C)(=O)C(C)(C)C. The catalyst is O1CCCC1.CO. The product is [C:4]([O:6][CH:7]([CH3:9])[CH3:8])(=[O:5])/[CH:3]=[CH:2]/[C:1]([O:11][CH:12]([CH3:14])[CH3:13])=[O:10].[C:15]([O:25][CH2:26][CH3:27])(=[O:24])[CH:16]=[CH:17][C:18]1[CH:19]=[CH:20][CH:21]=[CH:22][CH:23]=1. The yield is 0.530.